This data is from Catalyst prediction with 721,799 reactions and 888 catalyst types from USPTO. The task is: Predict which catalyst facilitates the given reaction. (1) Reactant: [Cl:1][C:2]1[C:3]([CH3:9])=[C:4]([OH:8])[CH:5]=[CH:6][CH:7]=1.[Cl:10][C:11]1[CH:12]=[C:13]([C:18]2[C:30]([O:31][CH:32]([F:34])[F:33])=[CH:29][C:21]([C:22]([NH:24][S:25]([CH3:28])(=[O:27])=[O:26])=[O:23])=[C:20]([F:35])[CH:19]=2)[CH:14]=[N:15][C:16]=1F.C(=O)([O-])[O-].[Cs+].[Cs+]. Product: [Cl:10][C:11]1[CH:12]=[C:13]([C:18]2[C:30]([O:31][CH:32]([F:33])[F:34])=[CH:29][C:21]([C:22]([NH:24][S:25]([CH3:28])(=[O:26])=[O:27])=[O:23])=[C:20]([F:35])[CH:19]=2)[CH:14]=[N:15][C:16]=1[O:8][C:4]1[CH:5]=[CH:6][CH:7]=[C:2]([Cl:1])[C:3]=1[CH3:9]. The catalyst class is: 16. (2) Reactant: [Cl:1][C:2]1[CH:11]=[C:10]([C:12]#[N:13])[CH:9]=[CH:8][C:3]=1[C:4]([O:6][CH3:7])=[O:5].Cl.CN(C)C.[N-:19]=[N+:20]=[N-:21].[Na+].Cl. Product: [Cl:1][C:2]1[CH:11]=[C:10]([C:12]2[NH:21][N:20]=[N:19][N:13]=2)[CH:9]=[CH:8][C:3]=1[C:4]([O:6][CH3:7])=[O:5]. The catalyst class is: 60. (3) Reactant: C(=O)(O)[O-].[Na+].[Cl:6][C:7]1[CH:26]=[CH:25][C:10]2[O:11][C:12]3[CH:24]=[CH:23][CH:22]=[CH:21][C:13]=3[C@@H:14]3[C@H:19]([NH2:20])[CH2:18][CH2:17][CH2:16][N:15]3[C:9]=2[CH:8]=1.Cl[C:28]([O:30][CH2:31][Cl:32])=[O:29].C(OCC)(=O)C. Product: [Cl:32][CH2:31][O:30][C:28](=[O:29])[NH:20][C@H:19]1[C@@H:14]2[N:15]([C:9]3[CH:8]=[C:7]([Cl:6])[CH:26]=[CH:25][C:10]=3[O:11][C:12]3[CH:24]=[CH:23][CH:22]=[CH:21][C:13]=32)[CH2:16][CH2:17][CH2:18]1. The catalyst class is: 2. (4) Reactant: [CH:1]1([NH:6][C:7]2[N:11]3[N:12]=[CH:13][C:14]([C:15]#[N:16])=[C:10]3[NH:9][C:8]=2[C:17]2[CH:22]=[CH:21][C:20]([O:23][CH3:24])=[CH:19][C:18]=2[O:25][CH3:26])[CH2:5][CH2:4][CH2:3][CH2:2]1.[OH2:27]. Product: [NH2:9][C:10]1[N:11](/[C:7](=[N:6]/[CH:1]2[CH2:5][CH2:4][CH2:3][CH2:2]2)/[C:8]([C:17]2[CH:22]=[CH:21][C:20]([O:23][CH3:24])=[CH:19][C:18]=2[O:25][CH3:26])=[O:27])[N:12]=[CH:13][C:14]=1[C:15]#[N:16]. The catalyst class is: 16. (5) Reactant: [CH3:1][C:2]([CH3:30])([CH3:29])[C:3]([NH:5][C:6]1[CH:7]=[C:8]2[C:12](=[CH:13][C:14]=1[N+:15]([O-])=O)[N:11]([CH2:18][C:19]1[CH:24]=[CH:23][C:22]([C:25]([F:28])([F:27])[F:26])=[CH:21][CH:20]=1)[CH2:10][CH2:9]2)=[O:4].ClC1SC(CN2C3C(=CC(N)=CC=3)CC2)=CC=1. Product: [NH2:15][C:14]1[CH:13]=[C:12]2[C:8]([CH2:9][CH2:10][N:11]2[CH2:18][C:19]2[CH:20]=[CH:21][C:22]([C:25]([F:26])([F:27])[F:28])=[CH:23][CH:24]=2)=[CH:7][C:6]=1[NH:5][C:3](=[O:4])[C:2]([CH3:29])([CH3:1])[CH3:30]. The catalyst class is: 401. (6) Reactant: [NH2:1][C:2]1[CH:3]=[C:4]2[C:9](=[C:10]([Cl:12])[CH:11]=1)[N:8]=[CH:7][C:6]([C:13]#[N:14])=[C:5]2[NH:15][C:16]1[CH:21]=[CH:20][C:19]([F:22])=[C:18]([Cl:23])[CH:17]=1.[CH3:24][O:25][C:26]1[CH:33]=[CH:32][C:29]([CH:30]=O)=[CH:28][C:27]=1[O:34][CH2:35][CH2:36][N:37]1[CH2:42][CH2:41][O:40][CH2:39][CH2:38]1.[BH3-]C#N.[Na+]. Product: [Cl:12][C:10]1[CH:11]=[C:2]([NH:1][CH2:30][C:29]2[CH:32]=[CH:33][C:26]([O:25][CH3:24])=[C:27]([O:34][CH2:35][CH2:36][N:37]3[CH2:42][CH2:41][O:40][CH2:39][CH2:38]3)[CH:28]=2)[CH:3]=[C:4]2[C:9]=1[N:8]=[CH:7][C:6]([C:13]#[N:14])=[C:5]2[NH:15][C:16]1[CH:21]=[CH:20][C:19]([F:22])=[C:18]([Cl:23])[CH:17]=1. The catalyst class is: 14. (7) Reactant: [S:1]1[CH2:6][CH2:5][CH:4]([O:7][S:8]([C:11]2[CH:16]=[CH:15][C:14]([CH3:17])=[CH:13][CH:12]=2)(=[O:10])=[O:9])[CH2:3][CH2:2]1.[OH2:18].OOS([O-])=O.[K+].C[OH:26]. Product: [CH3:17][C:14]1[CH:15]=[CH:16][C:11]([S:8]([O:7][CH:4]2[CH2:3][CH2:2][S:1](=[O:26])(=[O:18])[CH2:6][CH2:5]2)(=[O:9])=[O:10])=[CH:12][CH:13]=1. The catalyst class is: 4.